The task is: Predict the reactants needed to synthesize the given product.. This data is from Full USPTO retrosynthesis dataset with 1.9M reactions from patents (1976-2016). (1) Given the product [F:3][C:4]1[CH:5]=[CH:6][C:7]([O:12][CH3:13])=[C:8]([CH2:9][OH:10])[CH:11]=1, predict the reactants needed to synthesize it. The reactants are: [BH4-].[Na+].[F:3][C:4]1[CH:5]=[CH:6][C:7]([O:12][CH3:13])=[C:8]([CH:11]=1)[CH:9]=[O:10].Cl. (2) The reactants are: Br[CH2:2][C:3]1[C:7]2[CH:8]=[CH:9][CH:10]=[CH:11][C:6]=2[O:5][C:4]=1[C:12]([O:14][CH3:15])=[O:13].[CH3:16][NH:17][CH3:18]. Given the product [CH3:16][N:17]([CH2:2][C:3]1[C:7]2[CH:8]=[CH:9][CH:10]=[CH:11][C:6]=2[O:5][C:4]=1[C:12]([O:14][CH3:15])=[O:13])[CH3:18], predict the reactants needed to synthesize it. (3) The reactants are: [OH:1][C:2]([C:5]1[O:9][N:8]=[C:7]([C:10]([O:12][CH2:13][CH3:14])=[O:11])[CH:6]=1)([CH3:4])[CH3:3].[H-].[Na+].Br[CH2:18][C:19]#[CH:20].O. Given the product [CH3:3][C:2]([C:5]1[O:9][N:8]=[C:7]([C:10]([O:12][CH2:13][CH3:14])=[O:11])[CH:6]=1)([O:1][CH2:20][C:19]#[CH:18])[CH3:4], predict the reactants needed to synthesize it. (4) Given the product [ClH:33].[CH3:28][N:2]([CH3:1])[C:3]1([C:22]2[CH:23]=[CH:24][CH:25]=[CH:26][CH:27]=2)[CH2:8][CH2:7][CH:6]([C:9]2[NH:10][C:11]3[C:16]([C:17]=2[CH2:18][CH2:19][CH2:20][OH:21])=[CH:15][CH:14]=[CH:13][CH:12]=3)[CH2:5][CH2:4]1, predict the reactants needed to synthesize it. The reactants are: [CH3:1][N:2]([CH3:28])[C:3]1([C:22]2[CH:27]=[CH:26][CH:25]=[CH:24][CH:23]=2)[CH2:8][CH2:7][CH:6]([C:9]2[NH:10][C:11]3[C:16]([C:17]=2[CH2:18][CH2:19][CH2:20][OH:21])=[CH:15][CH:14]=[CH:13][CH:12]=3)[CH2:5][CH2:4]1.[Si]([Cl:33])(C)(C)C. (5) Given the product [I:28][C:25]1[CH:26]=[C:27]2[C:22](=[CH:23][CH:24]=1)[C:21](=[O:29])[NH:20][C:19](=[O:30])[C:18]2=[CH:17][NH:1][CH2:2][C:3]1[N:4]([CH3:14])[CH:5]=[C:6]([O:10][CH2:11][CH2:12][CH3:13])[C:7](=[O:9])[CH:8]=1, predict the reactants needed to synthesize it. The reactants are: [NH2:1][CH2:2][C:3]1[N:4]([CH3:14])[CH:5]=[C:6]([O:10][CH2:11][CH2:12][CH3:13])[C:7](=[O:9])[CH:8]=1.CO[CH:17]=[C:18]1[C:27]2[C:22](=[CH:23][CH:24]=[C:25]([I:28])[CH:26]=2)[C:21](=[O:29])[NH:20][C:19]1=[O:30]. (6) Given the product [S:31]1[C:27]2[CH:26]=[CH:25][CH:24]=[C:23]([O:22][C:19]3[CH:20]=[CH:21][C:16]([NH:15][C:13]4[C:14]5[N:6]([CH2:5][CH2:4][NH:3][C:33](=[O:37])[C:34]#[C:35][CH3:36])[CH:7]=[CH:8][C:9]=5[N:10]=[CH:11][N:12]=4)=[CH:17][C:18]=3[Cl:32])[C:28]=2[CH:29]=[N:30]1, predict the reactants needed to synthesize it. The reactants are: Cl.Cl.[NH2:3][CH2:4][CH2:5][N:6]1[C:14]2[C:13]([NH:15][C:16]3[CH:21]=[CH:20][C:19]([O:22][C:23]4[C:28]5[CH:29]=[N:30][S:31][C:27]=5[CH:26]=[CH:25][CH:24]=4)=[C:18]([Cl:32])[CH:17]=3)=[N:12][CH:11]=[N:10][C:9]=2[CH:8]=[CH:7]1.[C:33](O)(=[O:37])[C:34]#[C:35][CH3:36].ON1C2C=CC=CC=2N=N1.Cl.C(N=C=NCCCN(C)C)C.